Dataset: Full USPTO retrosynthesis dataset with 1.9M reactions from patents (1976-2016). Task: Predict the reactants needed to synthesize the given product. Given the product [C:3]([C:4]1[CH:9]=[CH:8][C:7]([NH:10][C:11]([C:13]2[CH:14]=[N:15][N:16]3[CH:21]=[CH:20][CH:19]=[N:18][C:17]=23)=[O:12])=[C:6]([O:22][CH3:23])[CH:5]=1)(=[O:2])[NH2:26], predict the reactants needed to synthesize it. The reactants are: C[O:2][C:3](=O)[C:4]1[CH:9]=[CH:8][C:7]([NH:10][C:11]([C:13]2[CH:14]=[N:15][N:16]3[CH:21]=[CH:20][CH:19]=[N:18][C:17]=23)=[O:12])=[C:6]([O:22][CH3:23])[CH:5]=1.[OH-].[NH4+:26].N.